From a dataset of Forward reaction prediction with 1.9M reactions from USPTO patents (1976-2016). Predict the product of the given reaction. (1) Given the reactants [C:1]([O:9][CH2:10][CH3:11])(=[O:8])[CH2:2][C:3]([O:5]CC)=O.[CH:12](NC=O)([NH:16]C=O)[NH:13][CH:14]=O.C1(C)C=CC(S(O)(=O)=O)=CC=1, predict the reaction product. The product is: [OH:5][C:3]1[C:2]([C:1]([O:9][CH2:10][CH3:11])=[O:8])=[CH:14][N:13]=[CH:12][N:16]=1. (2) The product is: [CH3:1][C:2]1[N:7]=[CH:6][C:5]([CH2:8][C:9]([OH:19])=[O:17])=[CH:4][CH:3]=1. Given the reactants [CH3:1][C:2]1[N:7]=[CH:6][C:5]([CH2:8][C:9](N2CCOCC2)=S)=[CH:4][CH:3]=1.[OH-:17].[Na+].[OH2:19].CCO, predict the reaction product. (3) Given the reactants [C:1]([O:5][C:6]([NH:8][C@H:9]1[CH2:14][CH2:13][C@H:12]([NH:15][C:16]2[C:17]([CH3:26])=[C:18]([CH:23]=[CH:24][CH:25]=2)[C:19]([O:21][CH3:22])=[O:20])[CH2:11][CH2:10]1)=[O:7])([CH3:4])([CH3:3])[CH3:2].[CH:27](=O)[CH3:28].[C:30](O)(=O)C.C(O[BH-](OC(=O)C)OC(=O)C)(=O)C.[Na+], predict the reaction product. The product is: [C:1]([O:5][C:6]([N:8]([CH3:30])[C@H:9]1[CH2:14][CH2:13][C@H:12]([N:15]([CH2:27][CH3:28])[C:16]2[C:17]([CH3:26])=[C:18]([CH:23]=[CH:24][CH:25]=2)[C:19]([O:21][CH3:22])=[O:20])[CH2:11][CH2:10]1)=[O:7])([CH3:4])([CH3:3])[CH3:2]. (4) Given the reactants [Br:1]C1C=C(OC)C(N2CCN(C)CC2)=NC=1.[CH3:17][O:18][C:19]1[CH:24]=[CH:23][N:22]=[C:21]([N:25]2[CH2:30][CH2:29][N:28]([CH3:31])[CH2:27][C@@H:26]2[CH3:32])[CH:20]=1, predict the reaction product. The product is: [Br:1][C:24]1[C:19]([O:18][CH3:17])=[CH:20][C:21]([N:25]2[CH2:30][CH2:29][N:28]([CH3:31])[CH2:27][C@@H:26]2[CH3:32])=[N:22][CH:23]=1. (5) The product is: [CH3:1][O:2][C:3]1[CH:4]=[C:5]2[C:10](=[CH:11][C:12]=1[O:13][CH3:14])[N:9]=[CH:8][CH:7]=[C:6]2[O:15][C:16]1[CH:21]=[CH:20][C:19]([NH:22][CH2:23][CH2:24][CH2:25][O:26][C:27]2[CH:32]=[CH:31][CH:30]=[CH:29][C:28]=2[CH3:33])=[C:18]([CH3:35])[C:17]=1[CH3:36]. Given the reactants [CH3:1][O:2][C:3]1[CH:4]=[C:5]2[C:10](=[CH:11][C:12]=1[O:13][CH3:14])[N:9]=[CH:8][CH:7]=[C:6]2[O:15][C:16]1[CH:21]=[CH:20][C:19]([NH:22][C:23](=O)[CH2:24][CH2:25][O:26][C:27]2[CH:32]=[CH:31][CH:30]=[CH:29][C:28]=2[CH3:33])=[C:18]([CH3:35])[C:17]=1[CH3:36].Cl.[OH-].[Na+], predict the reaction product. (6) Given the reactants [O-][N+:2]1[C:7]2[CH:8]=[CH:9][CH:10]=[CH:11][C:6]=2[N:5]=[C:4]([N:12]2[CH2:17][CH2:16][CH:15]([C:18]([NH:20][C:21]3[CH:30]=[CH:29][CH:28]=[CH:27][C:22]=3[C:23]([O:25][CH3:26])=[O:24])=[O:19])[CH2:14][CH2:13]2)[N:3]=1, predict the reaction product. The product is: [N:2]1[C:7]2[CH:8]=[CH:9][CH:10]=[CH:11][C:6]=2[N:5]=[C:4]([N:12]2[CH2:13][CH2:14][CH:15]([C:18]([NH:20][C:21]3[CH:30]=[CH:29][CH:28]=[CH:27][C:22]=3[C:23]([O:25][CH3:26])=[O:24])=[O:19])[CH2:16][CH2:17]2)[N:3]=1. (7) The product is: [NH2:15][C:14]1[C:19]([C:18]([NH:30][CH3:32])=[O:17])=[C:10]([F:9])[C:11]([Br:8])=[CH:12][CH:13]=1. Given the reactants C1C(=O)N([Br:8])C(=O)C1.[F:9][C:10]1[C:19]2[C:18](=O)[O:17]C(=O)[NH:15][C:14]=2[CH:13]=[CH:12][CH:11]=1.CN.C1COCC1.C[N:30]([CH:32]=O)C, predict the reaction product. (8) Given the reactants [Cl:1][C:2]1[CH:7]=[CH:6][CH:5]=[CH:4][C:3]=1/[CH:8]=[CH:9]/[CH3:10].CC([OH:15])(C)C.[OH2:16], predict the reaction product. The product is: [Cl:1][C:2]1[CH:7]=[CH:6][CH:5]=[CH:4][C:3]=1[C@H:8]([OH:15])[C@@H:9]([OH:16])[CH3:10]. (9) Given the reactants [C:1]([C:3]1[CH:21]=[CH:20][C:6]2[O:7][CH:8]([C:16]([O:18]C)=[O:17])[CH2:9][N:10]([C:11]([O:13][CH2:14][CH3:15])=[O:12])[C:5]=2[CH:4]=1)#[N:2].[OH-].[Na+].Cl, predict the reaction product. The product is: [C:1]([C:3]1[CH:21]=[CH:20][C:6]2[O:7][CH:8]([C:16]([OH:18])=[O:17])[CH2:9][N:10]([C:11]([O:13][CH2:14][CH3:15])=[O:12])[C:5]=2[CH:4]=1)#[N:2].